Dataset: Reaction yield outcomes from USPTO patents with 853,638 reactions. Task: Predict the reaction yield, written as a fraction of the theoretical maximum amount of product (1.0 means a 100% yield; for example, 0.34 means a 34% yield). (1) The catalyst is C1(C)C=CC=CC=1.C1(C)C=CC(S(O)(=O)=O)=CC=1. The yield is 0.420. The reactants are O.Cl.[F:3][CH2:4][CH2:5][NH2:6].[CH2:7]1[C:12](=[O:13])[O:11][CH2:10][C:8]1=O.C([O-])(=O)C.[Na+]. The product is [F:3][CH2:4][CH2:5][NH:6][C:8]1[CH2:10][O:11][C:12](=[O:13])[CH:7]=1. (2) The reactants are [F:1][C:2]1[CH:7]=[C:6]([N:8]2[CH:13]=[CH:12][CH:11]=[CH:10][C:9]2=[O:14])[CH:5]=[CH:4][C:3]=1[CH:15]([C:20]([C:22]1[N:26]([C:27]2[CH:32]=[CH:31][C:30]([O:33][CH3:34])=[CH:29][CH:28]=2)[N:25]=[C:24]([C:35]([F:38])([F:37])[F:36])[CH:23]=1)=[O:21])C(OC)=O.S(O)(O)(=O)=O. The catalyst is CO. The product is [F:1][C:2]1[CH:7]=[C:6]([N:8]2[CH:13]=[CH:12][CH:11]=[CH:10][C:9]2=[O:14])[CH:5]=[CH:4][C:3]=1[CH2:15][C:20]([C:22]1[N:26]([C:27]2[CH:28]=[CH:29][C:30]([O:33][CH3:34])=[CH:31][CH:32]=2)[N:25]=[C:24]([C:35]([F:38])([F:37])[F:36])[CH:23]=1)=[O:21]. The yield is 0.520. (3) The reactants are [C:1]([NH:11][C@H:12]([C:17]([OH:19])=O)[C:13]([CH3:16])([CH3:15])[CH3:14])([O:3][CH2:4][C:5]1[CH:10]=[CH:9][CH:8]=[CH:7][CH:6]=1)=[O:2].C(N1C=CN=C1)(N1C=CN=C1)=O.C([Li])CCC.C(NC(C)C)(C)C.[C:44]([O:47][C:48]([CH3:51])([CH3:50])[CH3:49])(=[O:46])[CH3:45].N1C=CN=C1. The catalyst is C1COCC1. The product is [C:48]([O:47][C:44](=[O:46])[CH2:45][C:17](=[O:19])[CH:12]([NH:11][C:1]([O:3][CH2:4][C:5]1[CH:6]=[CH:7][CH:8]=[CH:9][CH:10]=1)=[O:2])[C:13]([CH3:14])([CH3:15])[CH3:16])([CH3:51])([CH3:50])[CH3:49]. The yield is 0.440.